Dataset: Forward reaction prediction with 1.9M reactions from USPTO patents (1976-2016). Task: Predict the product of the given reaction. (1) Given the reactants O1[C:5]2([CH2:10][CH2:9][CH:8]([N:11]3[CH2:15][CH2:14][CH2:13][O:12]3)[CH2:7][CH2:6]2)[O:4]CC1.Cl, predict the reaction product. The product is: [O:12]1[CH2:13][CH2:14][CH2:15][N:11]1[CH:8]1[CH2:9][CH2:10][C:5](=[O:4])[CH2:6][CH2:7]1. (2) Given the reactants C(OC([N:8]1[CH2:12][CH2:11][C@@H:10]([C:13]2[NH:17][C:16](=[O:18])[O:15][N:14]=2)[CH2:9]1)=O)(C)(C)C.C(Cl)Cl.C1(S)C=CC=CC=1, predict the reaction product. The product is: [NH:8]1[CH2:12][CH2:11][C@@H:10]([C:13]2[NH:17][C:16](=[O:18])[O:15][N:14]=2)[CH2:9]1. (3) Given the reactants [I:1][C:2]1[CH:7]=[CH:6][C:5]([C:8]2[O:12][C:11]([CH2:13][C:14]([O:16]CC)=[O:15])=[N:10][N:9]=2)=[CH:4][CH:3]=1.[OH-].[Na+].Cl, predict the reaction product. The product is: [I:1][C:2]1[CH:7]=[CH:6][C:5]([C:8]2[O:12][C:11]([CH2:13][C:14]([OH:16])=[O:15])=[N:10][N:9]=2)=[CH:4][CH:3]=1. (4) Given the reactants [Br:1][C:2]1[CH:3]=[C:4]2[C:9](=[C:10]([O:12][CH3:13])[CH:11]=1)[N:8]=[C:7](O)[N:6]=[CH:5]2.O=P(Cl)(Cl)[Cl:17], predict the reaction product. The product is: [Br:1][C:2]1[CH:3]=[C:4]2[C:9](=[C:10]([O:12][CH3:13])[CH:11]=1)[N:8]=[C:7]([Cl:17])[N:6]=[CH:5]2. (5) Given the reactants [Cl:1][C:2]1[CH:7]=[C:6]([CH2:8][OH:9])[C:5]([O:10][CH3:11])=[CH:4][C:3]=1[OH:12].[Br:13][CH2:14][CH2:15][CH2:16]Br.C(=O)([O-])[O-].[K+].[K+], predict the reaction product. The product is: [Br:13][CH2:14][CH2:15][CH2:16][O:12][C:3]1[C:2]([Cl:1])=[CH:7][C:6]([CH2:8][OH:9])=[C:5]([O:10][CH3:11])[CH:4]=1. (6) Given the reactants [CH2:1]([N:8]1[CH2:13][CH2:12][C:11](=[O:14])[CH2:10][CH2:9]1)[C:2]1[CH:7]=[CH:6][CH:5]=[CH:4][CH:3]=1.[CH2:15]([N:17](CC)CC)C.C[Si](C#N)(C)C.[H-].[Al+3].[Li+].[H-].[H-].[H-], predict the reaction product. The product is: [NH2:17][CH2:15][C:11]1([OH:14])[CH2:12][CH2:13][N:8]([CH2:1][C:2]2[CH:3]=[CH:4][CH:5]=[CH:6][CH:7]=2)[CH2:9][CH2:10]1.